This data is from Ames mutagenicity test results for genotoxicity prediction. The task is: Regression/Classification. Given a drug SMILES string, predict its toxicity properties. Task type varies by dataset: regression for continuous values (e.g., LD50, hERG inhibition percentage) or binary classification for toxic/non-toxic outcomes (e.g., AMES mutagenicity, cardiotoxicity, hepatotoxicity). Dataset: ames. (1) The molecule is O=C1N(CO)C(O)C(O)N1CO. The result is 1 (mutagenic). (2) The compound is CCN(CC)c1cc(NC(C)=O)c(N=Nc2c(Br)cc([N+](=O)[O-])cc2[N+](=O)[O-])cc1OC. The result is 1 (mutagenic). (3) The molecule is C=CC(=O)OCCN(C)C. The result is 0 (non-mutagenic). (4) The compound is NNc1ccccc1[N+](=O)[O-]. The result is 1 (mutagenic).